From a dataset of Catalyst prediction with 721,799 reactions and 888 catalyst types from USPTO. Predict which catalyst facilitates the given reaction. (1) Reactant: Br[C:2]1[CH:7]=[CH:6][C:5]([C:8]2[N:9]=[C:10]([CH:13]3[CH2:15][CH2:14]3)[O:11][CH:12]=2)=[CH:4][CH:3]=1.[Cu](C#N)[C:17]#[N:18].[C-]#N.[Na+]. Product: [CH:13]1([C:10]2[O:11][CH:12]=[C:8]([C:5]3[CH:6]=[CH:7][C:2]([C:17]#[N:18])=[CH:3][CH:4]=3)[N:9]=2)[CH2:15][CH2:14]1. The catalyst class is: 37. (2) The catalyst class is: 2. Reactant: [CH3:1][C@H:2]([NH:7][C:8]([C:10]1[C:18]2[C:13](=[N:14][CH:15]=[C:16]([C:19]3[S:20][C:21]([C:24](=[O:32])[NH:25][C@H:26]([CH3:31])[C:27]([CH3:30])([CH3:29])[CH3:28])=[CH:22][CH:23]=3)[N:17]=2)[N:12](COCC[Si](C)(C)C)[CH:11]=1)=[O:9])[C:3]([CH3:6])([CH3:5])[CH3:4]. Product: [CH3:1][C@H:2]([NH:7][C:8]([C:10]1[C:18]2[C:13](=[N:14][CH:15]=[C:16]([C:19]3[S:20][C:21]([C:24](=[O:32])[NH:25][C@H:26]([CH3:31])[C:27]([CH3:30])([CH3:29])[CH3:28])=[CH:22][CH:23]=3)[N:17]=2)[NH:12][CH:11]=1)=[O:9])[C:3]([CH3:6])([CH3:5])[CH3:4]. (3) Reactant: [F:1][C:2]([F:19])([F:18])[C:3]1[CH:12]=[CH:11][C:10]2[CH2:9][CH:8]([C:13]([O:15]CC)=[O:14])[CH2:7][CH2:6][C:5]=2[N:4]=1.[OH-].[Na+]. Product: [F:19][C:2]([F:1])([F:18])[C:3]1[CH:12]=[CH:11][C:10]2[CH2:9][CH:8]([C:13]([OH:15])=[O:14])[CH2:7][CH2:6][C:5]=2[N:4]=1. The catalyst class is: 5. (4) Reactant: [N:1]12[CH2:8][CH2:7][C:4]([C:9]([C:17]3[CH:22]=[CH:21][CH:20]=[CH:19][CH:18]=3)([C:11]3[CH:16]=[CH:15][CH:14]=[CH:13][CH:12]=3)[OH:10])([CH2:5][CH2:6]1)[CH2:3][CH2:2]2.[Br:23][CH2:24][CH2:25][CH2:26][O:27][C:28]1[CH:33]=[CH:32][CH:31]=[CH:30][C:29]=1[Br:34]. Product: [Br-:23].[Br:34][C:29]1[CH:30]=[CH:31][CH:32]=[CH:33][C:28]=1[O:27][CH2:26][CH2:25][CH2:24][N+:1]12[CH2:6][CH2:5][C:4]([C:9]([OH:10])([C:17]3[CH:22]=[CH:21][CH:20]=[CH:19][CH:18]=3)[C:11]3[CH:12]=[CH:13][CH:14]=[CH:15][CH:16]=3)([CH2:3][CH2:2]1)[CH2:7][CH2:8]2. The catalyst class is: 23. (5) Reactant: FC(F)(F)S(O[C:7]1[C:8]([C:13]([O:15][CH3:16])=[O:14])=[N:9][CH:10]=[CH:11][CH:12]=1)(=O)=O.[Li+].[Cl-].[CH2:21]([Sn](CCCC)(CCCC)C=C)[CH2:22]CC. Product: [CH:21]([C:7]1[C:8]([C:13]([O:15][CH3:16])=[O:14])=[N:9][CH:10]=[CH:11][CH:12]=1)=[CH2:22]. The catalyst class is: 233. (6) Reactant: [C:1]([O:5][C:6]([N:8]1[CH2:17][CH2:16][C:15]2[N:14]([CH2:18][C:19]3[CH:24]=[CH:23][C:22]([N+:25]([O-])=O)=[CH:21][CH:20]=3)[N:13]=[C:12]([C:28]3[CH:33]=[CH:32][C:31](Cl)=[CH:30][CH:29]=3)[C:11]=2[CH2:10][CH2:9]1)=[O:7])([CH3:4])([CH3:3])[CH3:2].[H][H]. Product: [C:1]([O:5][C:6]([N:8]1[CH2:17][CH2:16][C:15]2[N:14]([CH2:18][C:19]3[CH:20]=[CH:21][C:22]([NH2:25])=[CH:23][CH:24]=3)[N:13]=[C:12]([C:28]3[CH:33]=[CH:32][CH:31]=[CH:30][CH:29]=3)[C:11]=2[CH2:10][CH2:9]1)=[O:7])([CH3:4])([CH3:2])[CH3:3]. The catalyst class is: 50.